This data is from Full USPTO retrosynthesis dataset with 1.9M reactions from patents (1976-2016). The task is: Predict the reactants needed to synthesize the given product. (1) Given the product [Cl:1][C:2]1[C:9]([C:10]([F:13])([F:12])[F:11])=[CH:8][CH:7]=[CH:6][C:3]=1[CH:4]1[C:22]([C:23]([O:25][CH2:26][CH3:27])=[O:24])=[C:21]([CH2:28][CH2:29][CH3:30])[NH:14][C:15]2=[N:16][NH:17][CH:18]=[C:19]12, predict the reactants needed to synthesize it. The reactants are: [Cl:1][C:2]1[C:9]([C:10]([F:13])([F:12])[F:11])=[CH:8][CH:7]=[CH:6][C:3]=1[CH:4]=O.[NH2:14][C:15]1[CH:19]=[CH:18][NH:17][N:16]=1.O=[C:21]([CH2:28][CH2:29][CH3:30])[CH2:22][C:23]([O:25][CH2:26][CH3:27])=[O:24]. (2) Given the product [Na+:8].[Na+:8].[NH2:10][C:11]1[C:24]2[C:23](=[O:25])[C:22]3[C:17](=[CH:18][CH:19]=[CH:20][CH:21]=3)[C:16](=[O:26])[C:15]=2[C:14]([NH:27][C:28]2[CH:33]=[CH:32][C:31]([NH:34][C:2]3[N:7]=[CH:6][CH:5]=[CH:4][N:3]=3)=[C:30]([S:35]([O-:38])(=[O:37])=[O:36])[CH:29]=2)=[CH:13][C:12]=1[S:39]([OH:42])(=[O:41])=[O:40].[NH2:43][C:44]1[C:57]2[C:56](=[O:58])[C:55]3[C:50](=[CH:51][CH:52]=[CH:53][CH:54]=3)[C:49](=[O:59])[C:48]=2[C:47]([NH:60][C:61]2[CH:66]=[CH:65][C:64]([NH:67][C:2]3[N:7]=[CH:6][CH:5]=[CH:4][N:3]=3)=[C:63]([S:68]([O-:71])(=[O:70])=[O:69])[CH:62]=2)=[CH:46][C:45]=1[S:72]([OH:75])(=[O:74])=[O:73], predict the reactants needed to synthesize it. The reactants are: Br[C:2]1[N:7]=[CH:6][CH:5]=[CH:4][N:3]=1.[Na+:8].[Na+].[NH2:10][C:11]1[C:24]2[C:23](=[O:25])[C:22]3[C:17](=[CH:18][CH:19]=[CH:20][CH:21]=3)[C:16](=[O:26])[C:15]=2[C:14]([NH:27][C:28]2[CH:33]=[CH:32][C:31]([NH2:34])=[C:30]([S:35]([OH:38])(=[O:37])=[O:36])[CH:29]=2)=[CH:13][C:12]=1[S:39]([O-:42])(=[O:41])=[O:40].[NH2:43][C:44]1[C:57]2[C:56](=[O:58])[C:55]3[C:50](=[CH:51][CH:52]=[CH:53][CH:54]=3)[C:49](=[O:59])[C:48]=2[C:47]([NH:60][C:61]2[CH:66]=[CH:65][C:64]([NH2:67])=[C:63]([S:68]([OH:71])(=[O:70])=[O:69])[CH:62]=2)=[CH:46][C:45]=1[S:72]([O-:75])(=[O:74])=[O:73]. (3) Given the product [CH:44]([O:46][CH2:47][CH2:48][O:49][NH:50][C:40]([C:39]1[C:31]([NH:30][C:24]2[CH:25]=[CH:26][C:27]([I:29])=[CH:28][C:23]=2[F:22])=[CH:32][C:33](=[O:43])[N:34]2[C:38]=1[CH2:37][CH2:36][CH2:35]2)=[O:42])=[CH2:45], predict the reactants needed to synthesize it. The reactants are: CCN=C=NCCCN(C)C.C1C=CC2N(O)N=NC=2C=1.[F:22][C:23]1[CH:28]=[C:27]([I:29])[CH:26]=[CH:25][C:24]=1[NH:30][C:31]1[C:39]([C:40]([OH:42])=O)=[C:38]2[N:34]([CH2:35][CH2:36][CH2:37]2)[C:33](=[O:43])[CH:32]=1.[CH:44]([O:46][CH2:47][CH2:48][O:49][NH2:50])=[CH2:45]. (4) Given the product [OH:11][C@H:10]([C:12]1[C:13]([CH3:22])=[C:14]2[C:18](=[CH:19][CH:20]=1)[C:17](=[O:21])[O:16][CH2:15]2)[CH2:9][N:6]1[CH2:7][CH2:8][CH:3]([N:2]2[CH2:24][C:25]3[C:26](=[CH:31][CH:32]=[C:33]([N+:35]([O-:37])=[O:36])[CH:34]=3)[C:27]2=[O:28])[CH2:4][CH2:5]1, predict the reactants needed to synthesize it. The reactants are: Cl.[NH2:2][CH:3]1[CH2:8][CH2:7][N:6]([CH2:9][C@@H:10]([C:12]2[C:13]([CH3:22])=[C:14]3[C:18](=[CH:19][CH:20]=2)[C:17](=[O:21])[O:16][CH2:15]3)[OH:11])[CH2:5][CH2:4]1.Br[CH2:24][C:25]1[CH:34]=[C:33]([N+:35]([O-:37])=[O:36])[CH:32]=[CH:31][C:26]=1[C:27](OC)=[O:28].C(N(CC)CC)C.